Dataset: Reaction yield outcomes from USPTO patents with 853,638 reactions. Task: Predict the reaction yield, written as a fraction of the theoretical maximum amount of product (1.0 means a 100% yield; for example, 0.34 means a 34% yield). (1) The reactants are [Na].[CH3:2][O:3][C:4]([C@@H:6]1[CH2:10][C:9](F)([F:11])[CH2:8][N:7]1S(C1C=CC(C)=CC=1)(=O)=O)=[O:5]. The catalyst is CO. The product is [CH3:2][O:3][C:4]([C:6]1[NH:7][CH:8]=[C:9]([F:11])[CH:10]=1)=[O:5]. The yield is 0.770. (2) The reactants are [CH:1]1([NH:4][C:5]([C@@H:7]2[C@H:12]([NH:13][C:14]3[C:19]([Cl:20])=[CH:18][N:17]=[C:16]([NH2:21])[C:15]=3[NH2:22])[C@@H:11]3[CH2:23][C@H:8]2[CH:9]=[CH:10]3)=[O:6])[CH2:3][CH2:2]1.[Cl:24][C:25]1[N:26]=[C:27]([N:32]2[CH2:37][CH2:36][O:35][CH2:34][CH2:33]2)[S:28][C:29]=1[CH:30]=O.C([O-])(=O)C.[NH4+]. No catalyst specified. The product is [CH:1]1([NH:4][C:5]([C@@H:7]2[C@H:12]([NH:13][C:14]3[C:19]([Cl:20])=[CH:18][N:17]=[C:16]4[NH:21][C:30]([C:29]5[S:28][C:27]([N:32]6[CH2:33][CH2:34][O:35][CH2:36][CH2:37]6)=[N:26][C:25]=5[Cl:24])=[N:22][C:15]=34)[C@@H:11]3[CH2:23][C@H:8]2[CH:9]=[CH:10]3)=[O:6])[CH2:3][CH2:2]1. The yield is 0.0700. (3) The reactants are [NH2:1][C:2]1[S:3][C:4]2[C:9]([NH:10][C@H:11]([CH2:14][CH:15]([CH3:17])[CH3:16])[CH2:12][OH:13])=[N:8][C:7]([SH:18])=[N:6][C:5]=2[N:19]=1.Cl[C@@H:21]([C:23]1[C:28]([F:29])=[CH:27][CH:26]=[CH:25][N:24]=1)[CH3:22]. No catalyst specified. The product is [NH2:1][C:2]1[S:3][C:4]2[C:9]([NH:10][C@H:11]([CH2:14][CH:15]([CH3:16])[CH3:17])[CH2:12][OH:13])=[N:8][C:7]([S:18][C@H:21]([C:23]3[C:28]([F:29])=[CH:27][CH:26]=[CH:25][N:24]=3)[CH3:22])=[N:6][C:5]=2[N:19]=1. The yield is 0.470.